Task: Regression/Classification. Given a drug SMILES string, predict its absorption, distribution, metabolism, or excretion properties. Task type varies by dataset: regression for continuous measurements (e.g., permeability, clearance, half-life) or binary classification for categorical outcomes (e.g., BBB penetration, CYP inhibition). Dataset: cyp2c9_veith.. Dataset: CYP2C9 inhibition data for predicting drug metabolism from PubChem BioAssay (1) The drug is Cc1cccc(CNc2ncncc2-c2ccccc2Cl)c1. The result is 0 (non-inhibitor). (2) The drug is c1ccc2c(NC3CCNCC3)nc(-c3ccoc3)nc2c1. The result is 0 (non-inhibitor). (3) The drug is CC1(C)Oc2ccc(NC(=O)c3ccco3)cc2O1. The result is 1 (inhibitor).